This data is from Reaction yield outcomes from USPTO patents with 853,638 reactions. The task is: Predict the reaction yield, written as a fraction of the theoretical maximum amount of product (1.0 means a 100% yield; for example, 0.34 means a 34% yield). (1) The reactants are [CH3:1][O:2][C:3](=[O:13])[CH2:4][O:5][C:6]1[CH:11]=[CH:10][C:9]([NH2:12])=[CH:8][CH:7]=1.[CH2:14]([O:21][CH2:22][C:23](O)=[O:24])[C:15]1[CH:20]=[CH:19][CH:18]=[CH:17][CH:16]=1.C1(N=C=NC2CCCCC2)CCCCC1. The catalyst is ClCCl. The product is [CH3:1][O:2][C:3](=[O:13])[CH2:4][O:5][C:6]1[CH:11]=[CH:10][C:9]([NH:12][C:23](=[O:24])[CH2:22][O:21][CH2:14][C:15]2[CH:20]=[CH:19][CH:18]=[CH:17][CH:16]=2)=[CH:8][CH:7]=1. The yield is 0.689. (2) The reactants are [O:1]=[C:2]1[C:6]([CH2:7][C:8]([OH:10])=[O:9])=[CH:5][C:4](=O)[O:3]1.S(O)(O)(=O)=O.[NH2:17][NH2:18]. The catalyst is O. The product is [O:1]=[C:2]1[C:6]([CH2:7][C:8]([OH:10])=[O:9])=[CH:5][C:4](=[O:3])[NH:18][NH:17]1. The yield is 0.820. (3) The reactants are [NH2:1][C:2]1[N:7]=[CH:6][C:5]([N:8]2[CH:14]3[CH2:15][CH2:16][N:11]([CH2:12][CH2:13]3)[CH2:10][C:9]2=[O:17])=[CH:4][CH:3]=1.Cl[C:19]1[N:20]=[CH:21][C:22]2[CH:27]=[C:26]([C:28]([N:30]([CH3:32])[CH3:31])=[O:29])[N:25]([CH:33]3[CH2:37][CH2:36][CH2:35][CH2:34]3)[C:23]=2[N:24]=1. No catalyst specified. The product is [CH:33]1([N:25]2[C:23]3[N:24]=[C:19]([NH:1][C:2]4[CH:3]=[CH:4][C:5]([N:8]5[CH:14]6[CH2:15][CH2:16][N:11]([CH2:12][CH2:13]6)[CH2:10][C:9]5=[O:17])=[CH:6][N:7]=4)[N:20]=[CH:21][C:22]=3[CH:27]=[C:26]2[C:28]([N:30]([CH3:32])[CH3:31])=[O:29])[CH2:34][CH2:35][CH2:36][CH2:37]1. The yield is 0.860. (4) The reactants are Cl.[N:2]1[N:3]=[CH:4][N:5]2[CH:10]=[CH:9][N:8]=[C:7]([N:11]3[CH2:15][CH2:14][C@H:13]([NH2:16])[CH2:12]3)[C:6]=12.[C:17]1([N:23]2[CH:27]=[N:26][C:25]([C:28](O)=[O:29])=[N:24]2)[CH:22]=[CH:21][CH:20]=[CH:19][CH:18]=1.C(N(CC)C(C)C)C.CN(C(ON1N=NC2C=CC=NC1=2)=[N+](C)C)C.F[P-](F)(F)(F)(F)F. The catalyst is CN(C=O)C.C(OCC)(=O)C. The product is [N:2]1[N:3]=[CH:4][N:5]2[CH:10]=[CH:9][N:8]=[C:7]([N:11]3[CH2:15][CH2:14][C@H:13]([NH:16][C:28]([C:25]4[N:26]=[CH:27][N:23]([C:17]5[CH:18]=[CH:19][CH:20]=[CH:21][CH:22]=5)[N:24]=4)=[O:29])[CH2:12]3)[C:6]=12. The yield is 0.200. (5) The yield is 0.303. The catalyst is O1CCOCC1.C1C=CC([P]([Pd]([P](C2C=CC=CC=2)(C2C=CC=CC=2)C2C=CC=CC=2)([P](C2C=CC=CC=2)(C2C=CC=CC=2)C2C=CC=CC=2)[P](C2C=CC=CC=2)(C2C=CC=CC=2)C2C=CC=CC=2)(C2C=CC=CC=2)C2C=CC=CC=2)=CC=1. The product is [CH3:32][O:31][C:5]1[CH:4]=[N:3][C:2]([C:38]2[CH:42]=[C:41]([C:43]([O:45][CH2:46][CH3:47])=[O:44])[NH:40][N:39]=2)=[C:7]2[NH:8][CH:9]=[C:10]([C:11](=[O:30])[C:12](=[O:13])[N:14]3[CH2:23][CH2:22][C:21]4[C:16](=[CH:17][CH:18]=[CH:19][C:20]=4[C:24]4[CH:29]=[CH:28][CH:27]=[CH:26][N:25]=4)[CH2:15]3)[C:6]=12. The reactants are Br[C:2]1[N:3]=[CH:4][C:5]([O:31][CH3:32])=[C:6]2[C:10]([C:11](=[O:30])[C:12]([N:14]3[CH2:23][CH2:22][C:21]4[C:16](=[CH:17][CH:18]=[CH:19][C:20]=4[C:24]4[CH:29]=[CH:28][CH:27]=[CH:26][N:25]=4)[CH2:15]3)=[O:13])=[CH:9][NH:8][C:7]=12.C([Sn](CCCC)(CCCC)[C:38]1[CH:42]=[C:41]([C:43]([O:45][CH2:46][CH3:47])=[O:44])[NH:40][N:39]=1)CCC. (6) The reactants are [O:1]1[CH2:5][CH2:4][CH2:3][CH2:2]1.B.CC(=C(C)C)C.C=C1C[C@@H:17]2[CH2:18][N:19]([C:21]([O:23][C:24]([CH3:27])([CH3:26])[CH3:25])=[O:22])[CH2:20][C@@H:16]2C1.[OH-].[Na+].OO. The catalyst is O1CCCC1. The product is [OH:1][CH2:5][CH:4]1[CH2:16][C@@H:17]2[CH2:18][N:19]([C:21]([O:23][C:24]([CH3:27])([CH3:26])[CH3:25])=[O:22])[CH2:20][C@@H:2]2[CH2:3]1. The yield is 0.950. (7) The reactants are C[O:2][CH:3]=[CH:4][CH2:5][C@H:6]1[O:10][C:9]([CH3:12])([CH3:11])[O:8][C:7]1=[O:13].CC(C)=O. The catalyst is OS(O)(=O)=O.C([O-])(O)=O.[Na+]. The product is [CH3:11][C:9]1([CH3:12])[O:10][C@H:6]([CH2:5][CH2:4][CH:3]=[O:2])[C:7](=[O:13])[O:8]1. The yield is 0.580. (8) The reactants are [C:1]([C:5]1[CH:10]=[C:9]([C:11]([F:14])([F:13])[F:12])[C:8]([N+:15]([O-])=O)=[CH:7][C:6]=1[O:18]CC1C=CC=CC=1)([CH3:4])([CH3:3])[CH3:2].C([O-])=O.[NH4+]. The catalyst is CCO.[Pd]. The product is [NH2:15][C:8]1[C:9]([C:11]([F:12])([F:13])[F:14])=[CH:10][C:5]([C:1]([CH3:2])([CH3:3])[CH3:4])=[C:6]([OH:18])[CH:7]=1. The yield is 0.520. (9) The reactants are [Cl:1][C:2]1[CH:8]=[C:7]([F:9])[C:5]([NH2:6])=[C:4]([F:10])[CH:3]=1.CCN(C(C)C)C(C)C.[C:20](Cl)(Cl)=[S:21]. The catalyst is C(Cl)Cl. The product is [Cl:1][C:2]1[CH:8]=[C:7]([F:9])[C:5]([N:6]=[C:20]=[S:21])=[C:4]([F:10])[CH:3]=1. The yield is 0.970.